From a dataset of Peptide-MHC class I binding affinity with 185,985 pairs from IEDB/IMGT. Regression. Given a peptide amino acid sequence and an MHC pseudo amino acid sequence, predict their binding affinity value. This is MHC class I binding data. (1) The peptide sequence is GFFLLTRILTI. The MHC is Patr-A0901 with pseudo-sequence Patr-A0901. The binding affinity (normalized) is 0.282. (2) The MHC is HLA-B58:01 with pseudo-sequence HLA-B58:01. The binding affinity (normalized) is 0.0847. The peptide sequence is KRFYQTVGF. (3) The peptide sequence is TMPELAWAV. The MHC is HLA-A30:01 with pseudo-sequence HLA-A30:01. The binding affinity (normalized) is 0.0847.